Dataset: Reaction yield outcomes from USPTO patents with 853,638 reactions. Task: Predict the reaction yield, written as a fraction of the theoretical maximum amount of product (1.0 means a 100% yield; for example, 0.34 means a 34% yield). (1) The reactants are [C:1]([O:5][C:6](=[O:9])[CH2:7][NH2:8])([CH3:4])([CH3:3])[CH3:2].[CH3:10][C:11]([CH3:16])([CH3:15])[CH2:12][CH:13]=O. The catalyst is C(Cl)Cl. The product is [C:1]([O:5][C:6](=[O:9])[CH2:7]/[N:8]=[CH:13]/[CH2:12][C:11]([CH3:16])([CH3:15])[CH3:10])([CH3:4])([CH3:3])[CH3:2]. The yield is 1.00. (2) The reactants are I/C=C/C1C=CC=CC=1.COC(=O)[C@@H](NC(=O)[C:22]1[CH:27]=[CH:26][C:25]([C:28]#[C:29]/[CH:30]=[CH:31]/[C:32]2[CH:37]=[CH:36][C:35]([CH2:38][OH:39])=[CH:34][CH:33]=2)=[CH:24][CH:23]=1)CNC(=O)CBr.CCN(CC)CC.C1C[O:52][CH2:51]C1. The catalyst is CCOC(C)=O.Cl[Pd](Cl)([P](C1C=CC=CC=1)(C1C=CC=CC=1)C1C=CC=CC=1)[P](C1C=CC=CC=1)(C1C=CC=CC=1)C1C=CC=CC=1.[Cu]I. The product is [CH3:51][O:52][C:38](=[O:39])[C:35]1[CH:34]=[CH:33][C:32]([C:31]#[C:30]/[CH:29]=[CH:28]/[C:25]2[CH:24]=[CH:23][CH:22]=[CH:27][CH:26]=2)=[CH:37][CH:36]=1. The yield is 0.600. (3) The reactants are [C:1]([C:5]1[N:9]([CH2:10][CH:11]2[CH2:16][CH2:15][O:14][CH2:13][CH2:12]2)[C:8]2[CH:17]=[CH:18][C:19]([S:21](Cl)(=[O:23])=[O:22])=[CH:20][C:7]=2[N:6]=1)([CH3:4])([CH3:3])[CH3:2].[NH2:25][C:26]1[CH:31]=[CH:30][CH:29]=[CH:28][CH:27]=1. The catalyst is CN(C1C=CN=CC=1)C.CC#N. The product is [C:1]([C:5]1[N:9]([CH2:10][CH:11]2[CH2:16][CH2:15][O:14][CH2:13][CH2:12]2)[C:8]2[CH:17]=[CH:18][C:19]([S:21]([NH:25][C:26]3[CH:31]=[CH:30][CH:29]=[CH:28][CH:27]=3)(=[O:23])=[O:22])=[CH:20][C:7]=2[N:6]=1)([CH3:4])([CH3:3])[CH3:2]. The yield is 0.500. (4) The reactants are [CH:1]1([NH:6][C:7]2[C:12]([CH:13]=O)=[CH:11][N:10]=[C:9]([S:15][CH3:16])[N:8]=2)[CH2:5][CH2:4][CH2:3][CH2:2]1.[CH2:17]([O:19][C:20]1[C:21]([F:28])=[C:22]([NH2:27])[C:23]([F:26])=[CH:24][CH:25]=1)[CH3:18].C12(CS(O)(=O)=O)C(C)(C)C(CC1)CC2=O. The catalyst is C1(C)C=CC=CC=1. The product is [CH:1]1([NH:6][C:7]2[C:12]([CH:13]=[N:27][C:22]3[C:23]([F:26])=[CH:24][CH:25]=[C:20]([O:19][CH2:17][CH3:18])[C:21]=3[F:28])=[CH:11][N:10]=[C:9]([S:15][CH3:16])[N:8]=2)[CH2:5][CH2:4][CH2:3][CH2:2]1. The yield is 0.820. (5) The reactants are [F:1][C:2]1[CH:8]=[CH:7][C:5]([NH2:6])=[CH:4][C:3]=1[OH:9].[CH2:10](Cl)[C:11]1[CH:16]=[CH:15][CH:14]=[CH:13][CH:12]=1. The catalyst is CN(C=O)C. The product is [CH2:10]([O:9][C:3]1[CH:4]=[C:5]([NH2:6])[CH:7]=[CH:8][C:2]=1[F:1])[C:11]1[CH:16]=[CH:15][CH:14]=[CH:13][CH:12]=1. The yield is 0.686. (6) The reactants are [F:1][C:2]([F:37])([F:36])[C:3]1[CH:4]=[C:5]([CH:33]=[CH:34][CH:35]=1)[C:6]([NH:8][C:9]1[CH:10]=[C:11]([CH:30]=[CH:31][CH:32]=1)[O:12][C:13]1[CH:14]=[CH:15][C:16]2[N:17]([CH:19]=[C:20]([NH:22][C:23]([CH:25]3[CH2:29][CH2:28][NH:27][CH2:26]3)=[O:24])[N:21]=2)[N:18]=1)=[O:7].C=O.[C:40]([BH-](C#N)C#N)#N.[Na+].C(=O)([O-])O.[Na+]. The catalyst is CO.C(O)(=O)C. The product is [CH3:40][N:27]1[CH2:28][CH2:29][CH:25]([C:23]([NH:22][C:20]2[N:21]=[C:16]3[CH:15]=[CH:14][C:13]([O:12][C:11]4[CH:30]=[CH:31][CH:32]=[C:9]([NH:8][C:6](=[O:7])[C:5]5[CH:33]=[CH:34][CH:35]=[C:3]([C:2]([F:1])([F:36])[F:37])[CH:4]=5)[CH:10]=4)=[N:18][N:17]3[CH:19]=2)=[O:24])[CH2:26]1. The yield is 0.320. (7) The reactants are [CH2:1]([O:8][C:9]([N:11]1[CH:15]([C:16](=[O:26])[NH:17][C:18]2[CH:23]=[CH:22][C:21]([CH2:24][NH2:25])=[CH:20][CH:19]=2)[CH2:14][S:13][CH:12]1[C:27]1[CH:32]=[CH:31][N:30]=[CH:29][CH:28]=1)=[O:10])[C:2]1[CH:7]=[CH:6][CH:5]=[CH:4][CH:3]=1.[C:33]1([S:39](Cl)(=[O:41])=[O:40])[CH:38]=[CH:37][CH:36]=[CH:35][CH:34]=1.CCN(C(C)C)C(C)C.C(#N)C. The catalyst is C(Cl)Cl.Cl. The product is [CH2:1]([O:8][C:9]([N:11]1[CH:15]([C:16](=[O:26])[NH:17][C:18]2[CH:23]=[CH:22][C:21]([CH2:24][NH:25][S:39]([C:33]3[CH:38]=[CH:37][CH:36]=[CH:35][CH:34]=3)(=[O:41])=[O:40])=[CH:20][CH:19]=2)[CH2:14][S:13][CH:12]1[C:27]1[CH:28]=[CH:29][N:30]=[CH:31][CH:32]=1)=[O:10])[C:2]1[CH:7]=[CH:6][CH:5]=[CH:4][CH:3]=1. The yield is 0.170. (8) The reactants are Cl[C:2]1[CH:7]=[N:6][C:5]([CH3:8])=[CH:4][N:3]=1.[C:9]([N:12]1[C:21]2[C:16](=[CH:17][C:18]([C:22]([NH:24][CH3:25])=[O:23])=[CH:19][CH:20]=2)[CH:15]([NH2:26])[CH:14]([CH3:27])[CH:13]1[CH:28]1[CH2:30][CH2:29]1)(=[O:11])[CH3:10].CC(C)([O-])C.[Na+].CN(C1C(C2C(P(C3CCCCC3)C3CCCCC3)=CC=CC=2)=CC=CC=1)C. The catalyst is O1CCOCC1.C1C=CC(/C=C/C(/C=C/C2C=CC=CC=2)=O)=CC=1.C1C=CC(/C=C/C(/C=C/C2C=CC=CC=2)=O)=CC=1.C1C=CC(/C=C/C(/C=C/C2C=CC=CC=2)=O)=CC=1.[Pd].[Pd]. The product is [C:9]([N:12]1[C:21]2[C:16](=[CH:17][C:18]([C:22]([NH:24][CH3:25])=[O:23])=[CH:19][CH:20]=2)[CH:15]([NH:26][C:2]2[CH:7]=[N:6][C:5]([CH3:8])=[CH:4][N:3]=2)[CH:14]([CH3:27])[CH:13]1[CH:28]1[CH2:29][CH2:30]1)(=[O:11])[CH3:10]. The yield is 0.565.